Dataset: Reaction yield outcomes from USPTO patents with 853,638 reactions. Task: Predict the reaction yield, written as a fraction of the theoretical maximum amount of product (1.0 means a 100% yield; for example, 0.34 means a 34% yield). (1) The reactants are C(N(C(C)C)CC)(C)C.[C:10]([O:14][C:15](=[O:23])[NH:16][CH:17]1[CH2:22][CH2:21][NH:20][CH2:19][CH2:18]1)([CH3:13])([CH3:12])[CH3:11].[N+:24]([C:27]1[CH:32]=[CH:31][C:30]([S:33](Cl)(=[O:35])=[O:34])=[CH:29][CH:28]=1)([O-:26])=[O:25]. The catalyst is C(Cl)Cl. The product is [C:10]([O:14][C:15](=[O:23])[NH:16][CH:17]1[CH2:22][CH2:21][N:20]([S:33]([C:30]2[CH:29]=[CH:28][C:27]([N+:24]([O-:26])=[O:25])=[CH:32][CH:31]=2)(=[O:34])=[O:35])[CH2:19][CH2:18]1)([CH3:13])([CH3:11])[CH3:12]. The yield is 0.740. (2) The yield is 0.310. The catalyst is O1CCCC1. The reactants are [NH:1]1[C:5]2=[N:6][CH:7]=[CH:8][CH:9]=[C:4]2[CH:3]=[CH:2]1.C(O)C.[CH:13]([CH:15]=[CH2:16])=[O:14]. The product is [N:1]1([CH2:16][CH2:15][CH:13]=[O:14])[C:5]2=[N:6][CH:7]=[CH:8][CH:9]=[C:4]2[CH:3]=[CH:2]1. (3) The reactants are C([O:4][CH2:5][C:6]1[C:11]([N:12]2[C:24](=[O:25])[C:23]3[S:22][C:21]4[CH2:20][CH2:19][CH2:18][CH2:17][C:16]=4[C:15]=3[CH:14]=[N:13]2)=[CH:10][C:9]([F:26])=[CH:8][C:7]=1[C:27]1[CH:32]=[C:31]([NH:33][C:34]2[CH:39]=[CH:38][C:37]([N:40]3[CH2:45][CH2:44][N:43]([CH:46]4[CH2:49][O:48][CH2:47]4)[CH2:42][C@@H:41]3[CH3:50])=[CH:36][N:35]=2)[C:30](=[O:51])[N:29]([CH3:52])[CH:28]=1)(=O)C.[OH-].[Li+]. No catalyst specified. The product is [F:26][C:9]1[CH:8]=[C:7]([C:27]2[CH:32]=[C:31]([NH:33][C:34]3[CH:39]=[CH:38][C:37]([N:40]4[CH2:45][CH2:44][N:43]([CH:46]5[CH2:47][O:48][CH2:49]5)[CH2:42][C@@H:41]4[CH3:50])=[CH:36][N:35]=3)[C:30](=[O:51])[N:29]([CH3:52])[CH:28]=2)[C:6]([CH2:5][OH:4])=[C:11]([N:12]2[C:24](=[O:25])[C:23]3[S:22][C:21]4[CH2:20][CH2:19][CH2:18][CH2:17][C:16]=4[C:15]=3[CH:14]=[N:13]2)[CH:10]=1. The yield is 0.850. (4) The product is [C:12]([O:15][C:16]([N:5]1[C:6]([C:7]([F:10])([F:9])[F:8])=[C:2]([Br:1])[CH:3]=[N:4]1)=[O:17])([CH3:14])([CH3:13])[CH3:11]. The yield is 0.730. The reactants are [Br:1][C:2]1[CH:3]=[N:4][NH:5][C:6]=1[C:7]([F:10])([F:9])[F:8].[CH3:11][C:12]([O:15][C:16](O[C:16]([O:15][C:12]([CH3:14])([CH3:13])[CH3:11])=[O:17])=[O:17])([CH3:14])[CH3:13]. The catalyst is CC#N.CN(C1C=CN=CC=1)C. (5) The reactants are [Cl:1][C:2]1[CH:7]=[CH:6][CH:5]=[CH:4][C:3]=1[C:8]1[C:16]2[O:15][CH:14]([CH2:17][NH2:18])[CH2:13][C:12]=2[CH:11]=[CH:10][CH:9]=1.C(N(C(C)C)CC)(C)C.Cl[C:29]([O:31][CH2:32][C:33]1[CH:38]=[CH:37][CH:36]=[CH:35][CH:34]=1)=[O:30].C(OC(=O)NCC1CC2C=CC=C(C3CCCC3)C=2O1)C1C=CC=CC=1. No catalyst specified. The product is [CH2:32]([O:31][C:29](=[O:30])[NH:18][CH2:17][CH:14]1[CH2:13][C:12]2[CH:11]=[CH:10][CH:9]=[C:8]([C:3]3[CH:4]=[CH:5][CH:6]=[CH:7][C:2]=3[Cl:1])[C:16]=2[O:15]1)[C:33]1[CH:38]=[CH:37][CH:36]=[CH:35][CH:34]=1. The yield is 0.760. (6) The reactants are [O:1]=[S:2]1(=[O:34])[C:6]2[CH:7]=[CH:8][C:9]([CH2:11][NH:12][C:13]([C:15]3[C:16](=[O:33])[N:17]([C:23]4[CH:28]=[CH:27][CH:26]=[C:25]([C:29]([F:32])([F:31])[F:30])[CH:24]=4)[C:18]([CH3:22])=[C:19](I)[CH:20]=3)=[O:14])=[CH:10][C:5]=2[CH2:4][CH2:3]1.C1(P(C2C=CC=CC=2)C2C=CC=CC=2)C=CC=CC=1.[CH3:54][NH:55][CH3:56].[CH2:57]([OH:59])C. The catalyst is C([O-])(=O)C.[Pd+2].C([O-])(=O)C. The product is [O:1]=[S:2]1(=[O:34])[C:6]2[CH:7]=[CH:8][C:9]([CH2:11][NH:12][C:13]([C:15]3[C:16](=[O:33])[N:17]([C:23]4[CH:28]=[CH:27][CH:26]=[C:25]([C:29]([F:32])([F:31])[F:30])[CH:24]=4)[C:18]([CH3:22])=[C:19]([C:57]([N:55]([CH3:56])[CH3:54])=[O:59])[CH:20]=3)=[O:14])=[CH:10][C:5]=2[CH2:4][CH2:3]1. The yield is 0.180. (7) The reactants are [Br:1][C:2]1[CH:7]=[CH:6][CH:5]=[C:4]([CH2:8]Br)[CH:3]=1.C(N(CC)CC)C.[N:17]1([C:23]([O:25][C:26]([CH3:29])([CH3:28])[CH3:27])=[O:24])[CH2:22][CH2:21][NH:20][CH2:19][CH2:18]1. The catalyst is C1COCC1. The product is [Br:1][C:2]1[CH:3]=[C:4]([CH:5]=[CH:6][CH:7]=1)[CH2:8][N:20]1[CH2:19][CH2:18][N:17]([C:23]([O:25][C:26]([CH3:29])([CH3:28])[CH3:27])=[O:24])[CH2:22][CH2:21]1. The yield is 0.920.